This data is from Reaction yield outcomes from USPTO patents with 853,638 reactions. The task is: Predict the reaction yield, written as a fraction of the theoretical maximum amount of product (1.0 means a 100% yield; for example, 0.34 means a 34% yield). (1) The reactants are O1CCN(S(F)(F)[F:8])CC1.[N:11]1([C:27]([O:29][C:30]([CH3:33])([CH3:32])[CH3:31])=[O:28])[CH2:26][C@H:24](O)[CH2:23][C@H:12]1[C:13]([O:15][CH2:16][C:17]1[CH:22]=[CH:21][CH:20]=[CH:19][CH:18]=1)=[O:14]. The catalyst is C(Cl)Cl.O. The product is [CH2:16]([O:15][C:13](=[O:14])[C@H:12]1[CH2:23][C@H:24]([F:8])[CH2:26][N:11]1[C:27]([O:29][C:30]([CH3:33])([CH3:32])[CH3:31])=[O:28])[C:17]1[CH:22]=[CH:21][CH:20]=[CH:19][CH:18]=1. The yield is 0.480. (2) The catalyst is C([O-])(=O)C.[Pd+2].C([O-])(=O)C.O.C1(C)C=CC=CC=1. The product is [CH3:28][O:27][C:24]1[CH:25]=[CH:26][C:21]([N:16]2[CH2:15][CH2:14][N:13]([C:8]3[C:9]([CH3:12])=[C:10]([CH3:11])[C:4]4[O:3][CH:2]([CH3:1])[CH2:6][C:5]=4[C:7]=3[CH3:19])[CH2:18][CH2:17]2)=[CH:22][C:23]=1[CH3:29]. The reactants are [CH3:1][CH:2]1[CH2:6][C:5]2[C:7]([CH3:19])=[C:8]([N:13]3[CH2:18][CH2:17][NH:16][CH2:15][CH2:14]3)[C:9]([CH3:12])=[C:10]([CH3:11])[C:4]=2[O:3]1.Br[C:21]1[CH:26]=[CH:25][C:24]([O:27][CH3:28])=[C:23]([CH3:29])[CH:22]=1.C1C=CC(P(C2C(C3C(P(C4C=CC=CC=4)C4C=CC=CC=4)=CC=C4C=3C=CC=C4)=C3C(C=CC=C3)=CC=2)C2C=CC=CC=2)=CC=1.CC(C)([O-])C.[Na+]. The yield is 0.190. (3) The reactants are [CH2:1]=[CH:2][CH2:3][CH2:4][CH2:5][CH2:6][CH2:7]CC.[C:10]1([CH:16]([CH3:19])[CH:17]=[CH2:18])[CH:15]=[CH:14][CH:13]=[CH:12][CH:11]=1. No catalyst specified. The product is [C:10]1([CH:16]([CH:17]=[CH:18][CH2:1][CH2:2][CH2:3][CH2:4][CH2:5][CH2:6][CH3:7])[CH3:19])[CH:15]=[CH:14][CH:13]=[CH:12][CH:11]=1. The yield is 0.381. (4) The reactants are O[CH2:2][CH2:3][NH:4][CH2:5][C:6]([NH:8][C:9]1[CH:14]=[CH:13][CH:12]=[CH:11][CH:10]=1)=[O:7].C(P(CCCC)CCCC)CCC. The catalyst is C(OCC)(=O)C. The product is [C:9]1([N:8]2[CH2:2][CH2:3][NH:4][CH2:5][C:6]2=[O:7])[CH:14]=[CH:13][CH:12]=[CH:11][CH:10]=1. The yield is 0.310. (5) The reactants are [Br:1][C:2]1[C:7](=[O:8])[N:6]2[C:9]([CH3:12])=[CH:10][S:11][C:5]2=[N:4][C:3]=1[CH:13](Br)[CH3:14].[N-:16]=[N+:17]=[N-:18].[Na+].C(=O)(O)[O-].[Na+]. The catalyst is CN(C)C=O.O. The product is [N:16]([CH:13]([C:3]1[N:4]=[C:5]2[S:11][CH:10]=[C:9]([CH3:12])[N:6]2[C:7](=[O:8])[C:2]=1[Br:1])[CH3:14])=[N+:17]=[N-:18]. The yield is 0.972. (6) The product is [Br:1][C:2]1[CH:3]=[CH:4][C:5]([C@@H:8]([N:10]2[CH2:11][CH2:12][CH2:13][C:14]([CH2:15][C:16]([CH3:18])=[CH2:17])([C:20]3[CH:21]=[CH:22][CH:23]=[CH:24][CH:25]=3)[O:19][C:33]2=[O:34])[CH3:9])=[CH:6][CH:7]=1. The catalyst is C(#N)C. The yield is 0.420. The reactants are [Br:1][C:2]1[CH:7]=[CH:6][C:5]([C@@H:8]([NH:10][CH2:11][CH2:12][CH2:13][C:14]([C:20]2[CH:25]=[CH:24][CH:23]=[CH:22][CH:21]=2)([OH:19])[CH2:15][C:16]([CH3:18])=[CH2:17])[CH3:9])=[CH:4][CH:3]=1.C(N(CC)CC)C.[C:33](Cl)(Cl)=[O:34].C1(C)C=CC=CC=1.[H-].[Na+].